Predict which catalyst facilitates the given reaction. From a dataset of Catalyst prediction with 721,799 reactions and 888 catalyst types from USPTO. (1) Reactant: [CH3:1][C:2]1[CH:7]=[CH:6][C:5]([C:8]2[CH:13]=[CH:12][C:11]([OH:14])=[CH:10][CH:9]=2)=[CH:4][CH:3]=1.[H-].[Na+].[CH2:17]([O:19][C:20]([C:22]1[O:23][C:24]([CH2:27]Cl)=[CH:25][CH:26]=1)=[O:21])[CH3:18]. Product: [CH2:17]([O:19][C:20]([C:22]1[O:23][C:24]([CH2:27][O:14][C:11]2[CH:12]=[CH:13][C:8]([C:5]3[CH:4]=[CH:3][C:2]([CH3:1])=[CH:7][CH:6]=3)=[CH:9][CH:10]=2)=[CH:25][CH:26]=1)=[O:21])[CH3:18]. The catalyst class is: 9. (2) The catalyst class is: 1. Reactant: [CH3:1][P:2](=[O:7])([O:5][CH3:6])[O:3][CH3:4].[Li]CCCC.C([O:17][C:18](=O)[CH2:19][CH2:20][CH2:21][CH2:22][C:23]1[CH:28]=[CH:27][CH:26]=[C:25]([NH:29][CH2:30][C:31]2[CH:36]=[CH:35][C:34]([O:37][CH3:38])=[CH:33][CH:32]=2)[N:24]=1)CCC. Product: [CH3:4][O:3][P:2]([CH2:1][C:18](=[O:17])[CH2:19][CH2:20][CH2:21][CH2:22][C:23]1[CH:28]=[CH:27][CH:26]=[C:25]([NH:29][CH2:30][C:31]2[CH:32]=[CH:33][C:34]([O:37][CH3:38])=[CH:35][CH:36]=2)[N:24]=1)(=[O:7])[O:5][CH3:6].